From a dataset of Forward reaction prediction with 1.9M reactions from USPTO patents (1976-2016). Predict the product of the given reaction. Given the reactants Cl[C:2]1[N:11]=[C:10]([NH:12][CH2:13][C:14]([C:22]2[CH:27]=[CH:26][CH:25]=[CH:24][CH:23]=2)([C:16]2[CH:21]=[CH:20][CH:19]=[CH:18][CH:17]=2)[OH:15])[C:9]2[C:4](=[CH:5][CH:6]=[CH:7][CH:8]=2)[N:3]=1.[CH3:28][C:29]1[C:34](B(O)O)=[CH:33][N:32]2[CH:38]=[CH:39][N:40]=[C:31]2[CH:30]=1.C(NC1C2C(=CC=CC=2)N=C(C2SC3C=CC=CC=3C=2)N=1)(C1C=CC=CC=1)C1C=CC=CC=1, predict the reaction product. The product is: [CH3:28][C:29]1[C:34]([C:2]2[N:11]=[C:10]([NH:12][CH2:13][C:14]([C:22]3[CH:27]=[CH:26][CH:25]=[CH:24][CH:23]=3)([C:16]3[CH:21]=[CH:20][CH:19]=[CH:18][CH:17]=3)[OH:15])[C:9]3[C:4](=[CH:5][CH:6]=[CH:7][CH:8]=3)[N:3]=2)=[CH:33][N:32]2[CH:38]=[CH:39][N:40]=[C:31]2[CH:30]=1.